Task: Predict which catalyst facilitates the given reaction.. Dataset: Catalyst prediction with 721,799 reactions and 888 catalyst types from USPTO (1) Reactant: [CH3:1][N:2]([CH3:8])[C:3](=[O:7])[C@H:4]([CH3:6])[NH2:5].F[C:10]1[CH:17]=[CH:16][C:13]([C:14]#[N:15])=[C:12]([C:18]([F:21])([F:20])[F:19])[CH:11]=1.C(=O)([O-])[O-].[K+].[K+]. Product: [C:14]([C:13]1[CH:16]=[CH:17][C:10]([NH:5][C@H:4]([C:3]([N:2]([CH3:8])[CH3:1])=[O:7])[CH3:6])=[CH:11][C:12]=1[C:18]([F:19])([F:20])[F:21])#[N:15]. The catalyst class is: 369. (2) Reactant: [CH3:1][N:2]1[CH:6]=[CH:5][N:4]=[C:3]1[Si:7]([CH2:12][CH3:13])([CH2:10][CH3:11])[CH2:8][CH3:9].C([Li])(C)(C)C.CCCCC.[CH:24](N1CCOCC1)=[O:25]. Product: [CH3:1][N:2]1[C:6]([CH:24]=[O:25])=[CH:5][N:4]=[C:3]1[Si:7]([CH2:10][CH3:11])([CH2:12][CH3:13])[CH2:8][CH3:9]. The catalyst class is: 299. (3) The catalyst class is: 64. Reactant: N#N.[CH3:3][C:4]1([C:9]2[CH:10]=[C:11]([CH2:14][OH:15])[S:12][CH:13]=2)[O:8][CH2:7][CH2:6][O:5]1.CCN(CC)CC.[S:23](Cl)([CH3:26])(=[O:25])=[O:24]. Product: [CH3:3][C:4]1([C:9]2[CH:10]=[C:11]([CH2:14][O:15][S:23]([CH3:26])(=[O:25])=[O:24])[S:12][CH:13]=2)[O:5][CH2:6][CH2:7][O:8]1. (4) Reactant: C([Li])CCC.Br[C:7]1[CH:12]=[CH:11][C:10]([C:13]2[CH:18]=[CH:17][C:16]([O:19][CH2:20][CH2:21][CH2:22][CH2:23][CH2:24][CH2:25][CH2:26][CH2:27][CH2:28][CH2:29][CH2:30][CH3:31])=[CH:15][CH:14]=2)=[CH:9][CH:8]=1.[B:32](OC)([O:35]C)[O:33]C.Cl. Product: [CH2:20]([O:19][C:16]1[CH:17]=[CH:18][C:13]([C:10]2[CH:11]=[CH:12][C:7]([B:32]([OH:35])[OH:33])=[CH:8][CH:9]=2)=[CH:14][CH:15]=1)[CH2:21][CH2:22][CH2:23][CH2:24][CH2:25][CH2:26][CH2:27][CH2:28][CH2:29][CH2:30][CH3:31]. The catalyst class is: 7. (5) Reactant: [OH:1][CH2:2][CH2:3][CH2:4][C:5]1[N:6]=[C:7]([C:11]2[CH:20]=[CH:19][C:14]([C:15]([O:17][CH3:18])=[O:16])=[CH:13][CH:12]=2)[O:8][C:9]=1[CH3:10].C(N(CC)CC)C.[CH3:28][S:29](Cl)(=[O:31])=[O:30].O. Product: [CH3:28][S:29]([O:1][CH2:2][CH2:3][CH2:4][C:5]1[N:6]=[C:7]([C:11]2[CH:12]=[CH:13][C:14]([C:15]([O:17][CH3:18])=[O:16])=[CH:19][CH:20]=2)[O:8][C:9]=1[CH3:10])(=[O:31])=[O:30]. The catalyst class is: 13.